This data is from Forward reaction prediction with 1.9M reactions from USPTO patents (1976-2016). The task is: Predict the product of the given reaction. (1) Given the reactants N(C(OCC)=O)=NC(OCC)=O.[C:13]([O:17][C:18]([N:20]1[CH2:25][CH2:24][N:23]([C:26]([O:28][CH3:29])=[O:27])[CH2:22][CH:21]1[CH2:30][CH2:31][OH:32])=[O:19])([CH3:16])([CH3:15])[CH3:14].[C:33]1(O)[CH:38]=[CH:37][CH:36]=[CH:35][CH:34]=1.C1(P(C2C=CC=CC=2)C2C=CC=CC=2)C=CC=CC=1, predict the reaction product. The product is: [C:13]([O:17][C:18]([N:20]1[CH2:25][CH2:24][N:23]([C:26]([O:28][CH3:29])=[O:27])[CH2:22][CH:21]1[CH2:30][CH2:31][O:32][C:33]1[CH:38]=[CH:37][CH:36]=[CH:35][CH:34]=1)=[O:19])([CH3:16])([CH3:15])[CH3:14]. (2) The product is: [CH3:1][O:2][C:3]1[CH:4]=[CH:5][C:6]([CH2:7][NH:8][C:9]2[C:14]([C:15]([NH:78][C:77]3[CH:79]=[CH:80][CH:81]=[C:75]([O:74][CH3:73])[CH:76]=3)=[O:17])=[C:13]([NH:18][C@H:19]([C:21]3[N:26]([C:27]4[CH:32]=[CH:31][CH:30]=[CH:29][CH:28]=4)[C:25](=[O:33])[C:24]4=[C:34]([CH3:37])[CH:35]=[CH:36][N:23]4[N:22]=3)[CH3:20])[N:12]=[CH:11][N:10]=2)=[CH:38][CH:39]=1. Given the reactants [CH3:1][O:2][C:3]1[CH:39]=[CH:38][C:6]([CH2:7][NH:8][C:9]2[C:14]([C:15]([OH:17])=O)=[C:13]([NH:18][C@H:19]([C:21]3[N:26]([C:27]4[CH:32]=[CH:31][CH:30]=[CH:29][CH:28]=4)[C:25](=[O:33])[C:24]4=[C:34]([CH3:37])[CH:35]=[CH:36][N:23]4[N:22]=3)[CH3:20])[N:12]=[CH:11][N:10]=2)=[CH:5][CH:4]=1.C(N(CC)C(C)C)(C)C.CN(C(ON1N=NC2C=CC=NC1=2)=[N+](C)C)C.F[P-](F)(F)(F)(F)F.[CH3:73][O:74][C:75]1[CH:76]=[C:77]([CH:79]=[CH:80][CH:81]=1)[NH2:78], predict the reaction product. (3) Given the reactants [C:1]([O:5][C:6]([N:8]1[CH2:12][CH2:11][CH:10]([C:13]2[CH:18]=[CH:17][C:16]([NH:19][C:20](OCC)=O)=[CH:15][CH:14]=2)[CH2:9]1)=[O:7])([CH3:4])([CH3:3])[CH3:2].COCCO[AlH2-]OCCOC.[Na+], predict the reaction product. The product is: [C:1]([O:5][C:6]([N:8]1[CH2:12][CH2:11][CH:10]([C:13]2[CH:18]=[CH:17][C:16]([NH:19][CH3:20])=[CH:15][CH:14]=2)[CH2:9]1)=[O:7])([CH3:4])([CH3:3])[CH3:2]. (4) Given the reactants [CH:1]([C:4]1[N:8]=[C:7]([N:9]2[CH2:14][CH2:13][CH:12]([OH:15])[CH2:11][CH2:10]2)[O:6][N:5]=1)([CH3:3])[CH3:2].[H-].[Na+].Cl[C:19]1[N:24]=[CH:23][N:22]=[C:21]2[N:25]([C:28]3[CH:33]=[CH:32][C:31]([S:34]([CH3:37])(=[O:36])=[O:35])=[CH:30][C:29]=3[F:38])[N:26]=[CH:27][C:20]=12.O, predict the reaction product. The product is: [F:38][C:29]1[CH:30]=[C:31]([S:34]([CH3:37])(=[O:35])=[O:36])[CH:32]=[CH:33][C:28]=1[N:25]1[C:21]2=[N:22][CH:23]=[N:24][C:19]([O:15][CH:12]3[CH2:11][CH2:10][N:9]([C:7]4[O:6][N:5]=[C:4]([CH:1]([CH3:3])[CH3:2])[N:8]=4)[CH2:14][CH2:13]3)=[C:20]2[CH:27]=[N:26]1.